This data is from Full USPTO retrosynthesis dataset with 1.9M reactions from patents (1976-2016). The task is: Predict the reactants needed to synthesize the given product. (1) Given the product [CH:22]([NH:21][C:20]([N:16]1[CH2:17][CH:18]([OH:19])[CH:12]2[NH:11][CH2:15][CH2:14][CH:13]12)=[O:25])([CH3:24])[CH3:23], predict the reactants needed to synthesize it. The reactants are: C(OC([N:11]1[CH2:15][CH2:14][CH:13]2[N:16]([C:20](=[O:25])[NH:21][CH:22]([CH3:24])[CH3:23])[CH2:17][CH:18]([OH:19])[CH:12]12)=O)C1C=CC=CC=1. (2) Given the product [CH2:6]([O:7][CH2:47][OH:48])[CH2:5][O:81][CH2:82][OH:83].[CH3:42][C:43]1[CH:67]=[CH:66][C:46]([C:47]([NH:49][C:50]2[CH:55]=[C:54]([C:56]([F:57])([F:58])[F:59])[CH:53]=[C:52]([N:60]3[CH:64]=[C:63]([CH3:65])[N:62]=[CH:61]3)[CH:51]=2)=[O:48])=[CH:45][C:44]=1[NH:68][C:69]1[N:74]=[C:73]([C:75]2[CH:76]=[N:77][CH:78]=[CH:79][CH:80]=2)[CH:72]=[CH:71][N:70]=1, predict the reactants needed to synthesize it. The reactants are: CC1C=C[C:5]([C:6](NC2C=C(C(F)(F)F)C=C(N3C=C(C)N=C3)C=2)=[O:7])=CC=1NC1N=C(C2C=NC=CC=2)C=CN=1.Cl.Cl.[CH3:42][C:43]1[CH:67]=[CH:66][C:46]([C:47]([NH:49][C:50]2[CH:55]=[C:54]([C:56]([F:59])([F:58])[F:57])[CH:53]=[C:52]([N:60]3[CH:64]=[C:63]([CH3:65])[N:62]=[CH:61]3)[CH:51]=2)=[O:48])=[CH:45][C:44]=1[NH:68][C:69]1[N:74]=[C:73]([C:75]2[CH:76]=[N:77][CH:78]=[CH:79][CH:80]=2)[CH:72]=[CH:71][N:70]=1.[OH2:81].[CH3:82][OH:83].